From a dataset of Reaction yield outcomes from USPTO patents with 853,638 reactions. Predict the reaction yield, written as a fraction of the theoretical maximum amount of product (1.0 means a 100% yield; for example, 0.34 means a 34% yield). (1) The yield is 0.530. The reactants are [O:1]([C@H:8]([C:10]1[CH:18]=[CH:17][C:13]([C:14]([OH:16])=O)=[CH:12][CH:11]=1)[CH3:9])[C:2]1[CH:7]=[CH:6][CH:5]=[CH:4][CH:3]=1.Cl.C(N=C=NCCCN(C)C)C.ON1C2C=CC=CC=2N=N1.[NH2:41][CH2:42][C:43]1[C:44]([OH:51])=[N:45][C:46]([CH3:50])=[CH:47][C:48]=1[CH3:49]. The product is [OH:51][C:44]1[C:43]([CH2:42][NH:41][C:14](=[O:16])[C:13]2[CH:12]=[CH:11][C:10]([C@@H:8]([O:1][C:2]3[CH:3]=[CH:4][CH:5]=[CH:6][CH:7]=3)[CH3:9])=[CH:18][CH:17]=2)=[C:48]([CH3:49])[CH:47]=[C:46]([CH3:50])[N:45]=1. The catalyst is O.ClCCl.C(N(CC)CC)C. (2) The reactants are [H-].[Na+].[N:3]1([CH2:8][CH2:9][OH:10])[CH2:7][CH2:6][CH2:5][CH2:4]1.Cl[C:12]1[CH:17]=[CH:16][C:15]([N+:18]([O-:20])=[O:19])=[CH:14][C:13]=1[O:21][CH3:22]. The catalyst is CN(C=O)C.CCOC(C)=O. The product is [CH3:22][O:21][C:13]1[CH:14]=[C:15]([N+:18]([O-:20])=[O:19])[CH:16]=[CH:17][C:12]=1[O:10][CH2:9][CH2:8][N:3]1[CH2:7][CH2:6][CH2:5][CH2:4]1. The yield is 0.400. (3) The yield is 0.750. The catalyst is O1CCCC1.CO. The reactants are C([O:3][C:4]([C@H:6]1[CH2:11][CH2:10][CH2:9][N:8]([C:12]2[N:13]=[C:14]([N:24]3[CH2:29][CH2:28][N:27]4[C:30]([C:33]([F:36])([F:35])[F:34])=[N:31][N:32]=[C:26]4[CH2:25]3)[C:15]3[N:20]=[C:19]([CH2:21][CH2:22][CH3:23])[S:18][C:16]=3[N:17]=2)[CH2:7]1)=[O:5])C.[OH-].[Na+].Cl. The product is [CH2:21]([C:19]1[S:18][C:16]2[N:17]=[C:12]([N:8]3[CH2:9][CH2:10][CH2:11][C@H:6]([C:4]([OH:5])=[O:3])[CH2:7]3)[N:13]=[C:14]([N:24]3[CH2:29][CH2:28][N:27]4[C:30]([C:33]([F:34])([F:36])[F:35])=[N:31][N:32]=[C:26]4[CH2:25]3)[C:15]=2[N:20]=1)[CH2:22][CH3:23]. (4) The reactants are [C:1]1([N:7]([C:24]2[CH:29]=[CH:28][CH:27]=[CH:26][CH:25]=2)[C:8]2[CH:13]=[CH:12][C:11]([C:14]3[S:21][C:20]4[CH:19]=[C:18]([CH:22]=O)[S:17][C:16]=4[CH:15]=3)=[CH:10][CH:9]=2)[CH:6]=[CH:5][CH:4]=[CH:3][CH:2]=1.[CH2:30]([CH:32]([CH2:45][CH2:46][CH2:47][CH3:48])[CH2:33][N:34]1[C:39](=[O:40])[CH2:38][C:37]([CH3:41])=[C:36]([C:42]#[N:43])[C:35]1=[O:44])[CH3:31].N1C=CC=CC=1. The catalyst is ClCCl. The product is [C:24]1([N:7]([C:1]2[CH:2]=[CH:3][CH:4]=[CH:5][CH:6]=2)[C:8]2[CH:9]=[CH:10][C:11]([C:14]3[S:21][C:20]4[CH:19]=[C:18]([CH:22]=[C:38]5[C:39](=[O:40])[N:34]([CH2:33][CH:32]([CH2:30][CH3:31])[CH2:45][CH2:46][CH2:47][CH3:48])[C:35](=[O:44])[C:36]([C:42]#[N:43])=[C:37]5[CH3:41])[S:17][C:16]=4[CH:15]=3)=[CH:12][CH:13]=2)[CH:25]=[CH:26][CH:27]=[CH:28][CH:29]=1. The yield is 0.630. (5) The reactants are [CH3:1][O:2][C:3]1[CH:4]=[C:5]([NH2:10])[C:6]([NH2:9])=[CH:7][CH:8]=1.[CH3:11][O:12][C:13](=[O:22])[C:14]1[CH:19]=[CH:18][C:17]([CH:20]=O)=[CH:16][CH:15]=1.S(=O)(O)[O-].[Na+]. The catalyst is CO. The product is [CH3:11][O:12][C:13](=[O:22])[C:14]1[CH:19]=[CH:18][C:17]([C:20]2[NH:10][C:5]3[CH:4]=[C:3]([O:2][CH3:1])[CH:8]=[CH:7][C:6]=3[N:9]=2)=[CH:16][CH:15]=1. The yield is 0.660. (6) The reactants are CN(C=O)C.[CH3:6][O:7][C:8]([CH2:10]P(OC)(OC)=O)=[O:9].[H-].[Na+].[CH2:19]1[O:29][C:22]2([CH2:27][CH2:26][C:25](=O)[CH2:24][CH2:23]2)[O:21][CH2:20]1. The catalyst is [Cl-].[NH4+]. The product is [CH3:6][O:7][C:8](=[O:9])[CH:10]=[C:25]1[CH2:26][CH2:27][C:22]2([O:29][CH2:19][CH2:20][O:21]2)[CH2:23][CH2:24]1. The yield is 0.870. (7) The reactants are S(=O)(=O)(O)O.C([C:9]1[C:10](=[O:26])[N:11]([C:17]2[N:22]=[CH:21][C:20]([O:23][CH2:24][CH3:25])=[CH:19][N:18]=2)[C:12]([CH3:16])=[CH:13][C:14]=1[OH:15])(=O)C.[OH-].[Na+]. The catalyst is C(Cl)(Cl)Cl.CO. The product is [CH2:24]([O:23][C:20]1[CH:19]=[N:18][C:17]([N:11]2[C:12]([CH3:16])=[CH:13][C:14]([OH:15])=[CH:9][C:10]2=[O:26])=[N:22][CH:21]=1)[CH3:25]. The yield is 0.600. (8) The reactants are [CH3:1][C:2]1[O:6][N:5]=[C:4]([C:7]2[CH:12]=[CH:11][CH:10]=[CH:9][CH:8]=2)[C:3]=1[CH2:13][NH:14][C:15]1[CH:23]=[CH:22][C:18]([C:19]([OH:21])=O)=[CH:17][N:16]=1.[CH:24]1([NH2:27])[CH2:26][CH2:25]1. No catalyst specified. The product is [CH:24]1([NH:27][C:19](=[O:21])[C:18]2[CH:22]=[CH:23][C:15]([NH:14][CH2:13][C:3]3[C:4]([C:7]4[CH:8]=[CH:9][CH:10]=[CH:11][CH:12]=4)=[N:5][O:6][C:2]=3[CH3:1])=[N:16][CH:17]=2)[CH2:26][CH2:25]1. The yield is 0.890.